Dataset: Full USPTO retrosynthesis dataset with 1.9M reactions from patents (1976-2016). Task: Predict the reactants needed to synthesize the given product. Given the product [ClH:47].[ClH:66].[NH2:8][CH2:9][CH2:10][CH2:11][CH2:12][C:13]([O:15][CH2:16][C@@H:17]([O:51][C:52](=[O:65])[CH2:53][CH2:54][CH2:55][CH2:56][NH2:57])[CH2:18][O:19][C:20]1[CH:25]=[CH:24][C:23]([C:26]2[C:31]([C:32]#[N:33])=[C:30]([S:34][CH2:35][C:36]3[N:37]=[C:38]([C:41]4[CH:42]=[CH:43][C:44]([Cl:47])=[CH:45][CH:46]=4)[O:39][CH:40]=3)[N:29]=[C:28]([NH2:48])[C:27]=2[C:49]#[N:50])=[CH:22][CH:21]=1)=[O:14], predict the reactants needed to synthesize it. The reactants are: C(OC([NH:8][CH2:9][CH2:10][CH2:11][CH2:12][C:13]([O:15][CH2:16][C@@H:17]([O:51][C:52](=[O:65])[CH2:53][CH2:54][CH2:55][CH2:56][NH:57]C(OC(C)(C)C)=O)[CH2:18][O:19][C:20]1[CH:25]=[CH:24][C:23]([C:26]2[C:31]([C:32]#[N:33])=[C:30]([S:34][CH2:35][C:36]3[N:37]=[C:38]([C:41]4[CH:46]=[CH:45][C:44]([Cl:47])=[CH:43][CH:42]=4)[O:39][CH:40]=3)[N:29]=[C:28]([NH2:48])[C:27]=2[C:49]#[N:50])=[CH:22][CH:21]=1)=[O:14])=O)(C)(C)C.[ClH:66].C(OCC)C.